From a dataset of Forward reaction prediction with 1.9M reactions from USPTO patents (1976-2016). Predict the product of the given reaction. (1) Given the reactants [CH2:1]([O:8][C:9](=[O:21])[NH:10][C@H:11]1[CH2:16][CH2:15][C@@H:14]([OH:17])[C@H:13]([N:18]=[N+:19]=[N-:20])[CH2:12]1)[C:2]1[CH:7]=[CH:6][CH:5]=[CH:4][CH:3]=1.[CH3:22]I, predict the reaction product. The product is: [CH2:1]([O:8][C:9](=[O:21])[NH:10][C@H:11]1[CH2:16][CH2:15][C@@H:14]([O:17][CH3:22])[C@H:13]([N:18]=[N+:19]=[N-:20])[CH2:12]1)[C:2]1[CH:7]=[CH:6][CH:5]=[CH:4][CH:3]=1. (2) Given the reactants [CH:1]([NH:4][C:5]1[C:6]([NH2:11])=[CH:7][CH:8]=[CH:9][CH:10]=1)([CH3:3])[CH3:2].[Cl:12][CH2:13][C:14](O)=O, predict the reaction product. The product is: [Cl:12][CH2:13][C:14]1[N:4]([CH:1]([CH3:3])[CH3:2])[C:5]2[CH:10]=[CH:9][CH:8]=[CH:7][C:6]=2[N:11]=1. (3) Given the reactants [F:1][C:2]1[CH:7]=[CH:6][C:5]([NH:8][C:9]([C:11]2([C:14]([OH:16])=O)[CH2:13][CH2:12]2)=[O:10])=[CH:4][CH:3]=1.C(N(CC)CC)C.S(Cl)(Cl)=O.[NH2:28][C:29]1[C:44]([F:45])=[CH:43][C:32]([O:33][C:34]2[CH:39]=[CH:38][N:37]=[C:36]([C:40]([NH2:42])=[O:41])[CH:35]=2)=[C:31]([F:46])[CH:30]=1, predict the reaction product. The product is: [NH2:42][C:40]([C:36]1[CH:35]=[C:34]([O:33][C:32]2[C:31]([F:46])=[CH:30][C:29]([NH:28][C:14]([C:11]3([C:9]([NH:8][C:5]4[CH:4]=[CH:3][C:2]([F:1])=[CH:7][CH:6]=4)=[O:10])[CH2:12][CH2:13]3)=[O:16])=[C:44]([F:45])[CH:43]=2)[CH:39]=[CH:38][N:37]=1)=[O:41]. (4) Given the reactants [N:1]1[N:2]2[CH:9]=[C:8]([C:10]([O:12][CH3:13])=[O:11])[CH:7]=[C:3]2[CH:4]=[CH:5][CH:6]=1.[Br:14]N1C(=O)CCC1=O, predict the reaction product. The product is: [Br:14][C:9]1[N:2]2[N:1]=[CH:6][CH:5]=[CH:4][C:3]2=[CH:7][C:8]=1[C:10]([O:12][CH3:13])=[O:11]. (5) Given the reactants [C:1](OC(=O)C)(=[O:3])[CH3:2].[Cl:8][C:9]1[CH:14]=[CH:13][C:12]([C:15]2[CH:16]=[C:17]([NH2:39])[C:18]([C:21]#[C:22][C:23]3[CH:28]=[CH:27][C:26]([O:29][CH2:30][CH2:31][N:32]4[CH2:37][CH2:36][CH:35]([CH3:38])[CH2:34][CH2:33]4)=[CH:25][CH:24]=3)=[N:19][CH:20]=2)=[CH:11][CH:10]=1.C(N(CC)CC)C, predict the reaction product. The product is: [Cl:8][C:9]1[CH:14]=[CH:13][C:12]([C:15]2[CH:16]=[C:17]([NH:39][C:1](=[O:3])[CH3:2])[C:18]([C:21]#[C:22][C:23]3[CH:28]=[CH:27][C:26]([O:29][CH2:30][CH2:31][N:32]4[CH2:37][CH2:36][CH:35]([CH3:38])[CH2:34][CH2:33]4)=[CH:25][CH:24]=3)=[N:19][CH:20]=2)=[CH:11][CH:10]=1. (6) Given the reactants [Cl:1][C:2]1[C:10]2[C:5](=[CH:6][CH:7]=[CH:8][CH:9]=2)[NH:4][C:3]=1[C:11]#[N:12].Cl.[NH2:14][OH:15].C(=O)([O-])O.[Na+].CO, predict the reaction product. The product is: [Cl:1][C:2]1[C:10]2[C:5](=[CH:6][CH:7]=[CH:8][CH:9]=2)[NH:4][C:3]=1[C:11]([NH:14][OH:15])=[NH:12].